This data is from Full USPTO retrosynthesis dataset with 1.9M reactions from patents (1976-2016). The task is: Predict the reactants needed to synthesize the given product. (1) Given the product [NH2:1][C:2]([NH:4][C:5]1[NH:6][C:7]2[C:12]([C:13]=1[C:14]([NH2:16])=[O:15])=[CH:11][CH:10]=[C:9]([C:27]1[CH:28]=[CH:29][C:24]([F:23])=[CH:25][CH:26]=1)[CH:8]=2)=[O:3], predict the reactants needed to synthesize it. The reactants are: [NH2:1][C:2]([NH:4][C:5]1[NH:6][C:7]2[C:12]([C:13]=1[C:14]([NH2:16])=[O:15])=[CH:11][CH:10]=[C:9](Br)[CH:8]=2)=[O:3].C(=O)([O-])O.[Na+].[F:23][C:24]1[CH:29]=[CH:28][C:27](B(O)O)=[CH:26][CH:25]=1. (2) Given the product [O:12]1[CH2:17][CH2:16][CH2:15][CH2:14][CH:13]1[O:11][C:4]1[CH:5]=[CH:6][C:7]([N+:8]([O-:10])=[O:9])=[C:2]([F:1])[CH:3]=1, predict the reactants needed to synthesize it. The reactants are: [F:1][C:2]1[CH:3]=[C:4]([OH:11])[CH:5]=[CH:6][C:7]=1[N+:8]([O-:10])=[O:9].[O:12]1[CH:17]=[CH:16][CH2:15][CH2:14][CH2:13]1.C1(C)C=CC(S([O-])(=O)=O)=CC=1.[NH+]1C=CC=CC=1. (3) Given the product [CH2:7]([O:6][C:4](=[O:5])[CH2:3][C:14]1([OH:16])[CH:15]=[C:10]([Cl:9])[C:11](=[O:18])[CH:12]=[C:13]1[Cl:17])[CH3:8], predict the reactants needed to synthesize it. The reactants are: Br[Zn][CH2:3][C:4]([O:6][CH2:7][CH3:8])=[O:5].[Cl:9][C:10]1[C:11](=[O:18])[CH:12]=[C:13]([Cl:17])[C:14](=[O:16])[CH:15]=1.Cl.C(OCC)(=O)C. (4) Given the product [Cl:1][C:2]1[N:7]=[C:6]([NH:23][CH:15]([C:16]2([CH3:22])[CH2:21][CH2:20][CH2:19][CH2:18][CH2:17]2)[CH2:14][C:13]([O:12][CH2:10][CH3:11])=[O:24])[C:5]([F:9])=[CH:4][N:3]=1, predict the reactants needed to synthesize it. The reactants are: [Cl:1][C:2]1[N:7]=[C:6](Cl)[C:5]([F:9])=[CH:4][N:3]=1.[CH2:10]([O:12][C:13](=[O:24])[CH2:14][CH:15]([NH2:23])[C:16]1([CH3:22])[CH2:21][CH2:20][CH2:19][CH2:18][CH2:17]1)[CH3:11].C(N(CC)C(C)C)(C)C. (5) The reactants are: Br[C:2]1[CH:7]=[C:6]([CH3:8])[CH:5]=[C:4]([N+:9]([O-:11])=[O:10])[C:3]=1OC.[C:14]([C:17]1[CH:18]=C(B(O)O)[CH:20]=[CH:21][CH:22]=1)(O)=O.[C:26](=[O:29])([O-])[O-:27].[Na+].[Na+].[O:32]1CCOC[CH2:33]1. Given the product [CH3:33][O:32][C:20]1[CH:21]=[CH:22][C:17]([CH3:14])=[CH:18][C:8]=1[C:6]1[CH2:5][C:4]([N+:9]([O-:11])=[O:10])([C:26]([OH:27])=[O:29])[CH:3]=[CH:2][CH:7]=1, predict the reactants needed to synthesize it. (6) Given the product [CH3:18][O:5][C:4](=[O:6])[CH2:3][CH:2]([NH2:1])[C:7]1[CH:8]=[CH:9][C:10]([OH:13])=[CH:11][CH:12]=1, predict the reactants needed to synthesize it. The reactants are: [NH2:1][CH:2]([C:7]1[CH:12]=[CH:11][C:10]([OH:13])=[CH:9][CH:8]=1)[CH2:3][C:4]([OH:6])=[O:5].S(Cl)(Cl)=O.[CH3:18]O. (7) Given the product [O:17]=[S:8]1(=[O:16])[N:9]([CH2:19][CH:20]2[O:25][CH2:24][CH2:23][N:22]([C:26]([O:28][C:29]([CH3:30])([CH3:32])[CH3:31])=[O:27])[CH2:21]2)[C:10]2[CH:15]=[CH:14][CH:13]=[CH:12][C:11]=2[N:7]1[C:1]1[CH:2]=[CH:3][CH:4]=[CH:5][CH:6]=1, predict the reactants needed to synthesize it. The reactants are: [C:1]1([N:7]2[C:11]3[CH:12]=[CH:13][CH:14]=[CH:15][C:10]=3[NH:9][S:8]2(=[O:17])=[O:16])[CH:6]=[CH:5][CH:4]=[CH:3][CH:2]=1.O[CH2:19][CH:20]1[O:25][CH2:24][CH2:23][N:22]([C:26]([O:28][C:29]([CH3:32])([CH3:31])[CH3:30])=[O:27])[CH2:21]1.C1(P(C2C=CC=CC=2)C2C=CC=CC=2)C=CC=CC=1.N(C([O-])=O)=NC([O-])=O. (8) The reactants are: [C:1]1([CH2:11][N:12]2[C:16](=[O:17])[CH2:15][CH2:14][C@@H:13]2[C:18]([OH:20])=O)[C:10]2[C:5](=[CH:6][CH:7]=[CH:8][CH:9]=2)[CH:4]=[CH:3][CH:2]=1.[NH2:21][CH:22]([CH2:28][C:29]1[CH:34]=[CH:33][CH:32]=[CH:31][CH:30]=1)[CH:23]([OH:27])[C:24]([NH2:26])=[O:25].O[NH-].O=[N-]. Given the product [NH2:26][C:24](=[O:25])[C:23](=[O:27])[CH:22]([NH:21][C:18]([C@H:13]1[CH2:14][CH2:15][C:16](=[O:17])[N:12]1[CH2:11][C:1]1[C:10]2[C:5](=[CH:6][CH:7]=[CH:8][CH:9]=2)[CH:4]=[CH:3][CH:2]=1)=[O:20])[CH2:28][C:29]1[CH:30]=[CH:31][CH:32]=[CH:33][CH:34]=1, predict the reactants needed to synthesize it.